The task is: Predict the reactants needed to synthesize the given product.. This data is from Full USPTO retrosynthesis dataset with 1.9M reactions from patents (1976-2016). (1) The reactants are: C([O:4][C:5]1[C:53]([CH3:54])=[C:52]([O:55][CH2:56][C:57]2[CH:62]=[CH:61][CH:60]=[CH:59][CH:58]=2)[CH:51]=[CH:50][C:6]=1[C:7]([C:9]1[CH:18]=[C:17]([C:19]([O:21][CH3:22])=[O:20])[C:16]2([C:23]([O:25][CH3:26])=[O:24])[N:11]([CH2:12][CH2:13][C:14]3[C:33]4[C:28](=[CH:29][CH:30]=[C:31]([O:34][CH2:35][C:36]([NH:38][CH2:39][CH2:40][CH2:41][CH2:42][NH:43]C(OCC=C)=O)=[O:37])[CH:32]=4)[NH:27][C:15]=32)[CH:10]=1)=[O:8])C=C.N1CCOCC1.ClCCl. Given the product [NH2:43][CH2:42][CH2:41][CH2:40][CH2:39][NH:38][C:36](=[O:37])[CH2:35][O:34][C:31]1[CH:32]=[C:33]2[C:14]3[CH2:13][CH2:12][N:11]4[C:16]([C:23]([O:25][CH3:26])=[O:24])([C:15]=3[NH:27][C:28]2=[CH:29][CH:30]=1)[C:17]([C:19]([O:21][CH3:22])=[O:20])=[CH:18][C:9]([C:7](=[O:8])[C:6]1[CH:50]=[CH:51][C:52]([O:55][CH2:56][C:57]2[CH:58]=[CH:59][CH:60]=[CH:61][CH:62]=2)=[C:53]([CH3:54])[C:5]=1[OH:4])=[CH:10]4, predict the reactants needed to synthesize it. (2) Given the product [CH:1]1([C:6]2[C:10]([CH2:11][OH:12])=[C:9]([CH:16]3[CH2:17][CH2:18][CH2:19][CH2:20]3)[O:8][N:7]=2)[CH2:5][CH2:4][CH2:3][CH2:2]1, predict the reactants needed to synthesize it. The reactants are: [CH:1]1([C:6]2[C:10]([C:11](OCC)=[O:12])=[C:9]([CH:16]3[CH2:20][CH2:19][CH2:18][CH2:17]3)[O:8][N:7]=2)[CH2:5][CH2:4][CH2:3][CH2:2]1.[H-].C([Al+]CC(C)C)C(C)C.C1(C)C=CC=CC=1.[C@H](O)(C([O-])=O)[C@@H](O)C([O-])=O.[Na+].[K+]. (3) Given the product [C:1]([O:5][C:6]([N:8]1[CH2:14][CH2:13][C:12]2[C:15]([S:20][CH2:21][C:22]3[CH:27]=[CH:26][C:25]([C:28](=[O:29])[NH:68][CH2:67][C:66]4[CH:69]=[CH:70][C:71]([C:73]([F:74])([F:75])[F:76])=[CH:72][C:65]=4[F:64])=[CH:24][N:23]=3)=[C:16]([Cl:19])[CH:17]=[CH:18][C:11]=2[CH2:10][CH2:9]1)=[O:7])([CH3:2])([CH3:4])[CH3:3], predict the reactants needed to synthesize it. The reactants are: [C:1]([O:5][C:6]([N:8]1[CH2:14][CH2:13][C:12]2[C:15]([S:20][CH2:21][C:22]3[CH:27]=[CH:26][C:25]([C:28](O)=[O:29])=[CH:24][N:23]=3)=[C:16]([Cl:19])[CH:17]=[CH:18][C:11]=2[CH2:10][CH2:9]1)=[O:7])([CH3:4])([CH3:3])[CH3:2].CN(C(ON1N=NC2C=CC=NC1=2)=[N+](C)C)C.F[P-](F)(F)(F)(F)F.C(N(CC)C(C)C)(C)C.[F:64][C:65]1[CH:72]=[C:71]([C:73]([F:76])([F:75])[F:74])[CH:70]=[CH:69][C:66]=1[CH2:67][NH2:68]. (4) Given the product [Br:1][C:2]1[CH:7]=[CH:6][N:5]2[N:8]=[C:9]([NH:11][CH:40]3[CH2:39][CH2:38][N:37]([C:35]4[S:34][N:33]=[C:32]([CH3:31])[N:36]=4)[CH2:42][CH2:41]3)[N:10]=[C:4]2[CH:3]=1, predict the reactants needed to synthesize it. The reactants are: [Br:1][C:2]1[CH:7]=[CH:6][N:5]2[N:8]=[C:9]([NH2:11])[N:10]=[C:4]2[CH:3]=1.ClC(Cl)(Cl)C(Cl)(Cl)Cl.C(N(CC)CC)C.CP(C)C.[CH3:31][C:32]1[N:36]=[C:35]([N:37]2[CH2:42][CH2:41][C:40](=O)[CH2:39][CH2:38]2)[S:34][N:33]=1.[B][B][B][B][B][B][B][B][B][B].C([O-])(O)=O.[Na+]. (5) Given the product [C:14]1([S:20]([N:4]2[C:5]3=[N:6][CH:7]=[N:8][C:9]([Cl:11])=[C:10]3[C:2]([Br:1])=[N:3]2)(=[O:22])=[O:21])[CH:19]=[CH:18][CH:17]=[CH:16][CH:15]=1, predict the reactants needed to synthesize it. The reactants are: [Br:1][C:2]1[C:10]2[C:5](=[N:6][CH:7]=[N:8][C:9]=2[Cl:11])[NH:4][N:3]=1.[H-].[Na+].[C:14]1([S:20](Cl)(=[O:22])=[O:21])[CH:19]=[CH:18][CH:17]=[CH:16][CH:15]=1. (6) Given the product [CH3:28][C:2]1([OH:1])[CH2:3][CH2:4][N:5]([C:8]2[CH:13]=[CH:12][C:11]([N:14]3[CH2:18][C@H:17]([CH2:19][NH:20][C:21](=[O:23])[CH3:22])[O:16][C:15]3=[O:24])=[CH:10][C:9]=2[F:25])[CH2:6][CH2:7]1, predict the reactants needed to synthesize it. The reactants are: [O:1]=[C:2]1[CH2:7][CH2:6][N:5]([C:8]2[CH:13]=[CH:12][C:11]([N:14]3[CH2:18][C@H:17]([CH2:19][NH:20][C:21](=[O:23])[CH3:22])[O:16][C:15]3=[O:24])=[CH:10][C:9]=2[F:25])[CH2:4][CH2:3]1.[Br-].O1CCC[CH2:28]1.